Dataset: Cav3 T-type calcium channel HTS with 100,875 compounds. Task: Binary Classification. Given a drug SMILES string, predict its activity (active/inactive) in a high-throughput screening assay against a specified biological target. The molecule is O1c2c(OCC1)ccc(c2)C(=O)Nc1c(cccc1)C(OC)=O. The result is 0 (inactive).